This data is from Full USPTO retrosynthesis dataset with 1.9M reactions from patents (1976-2016). The task is: Predict the reactants needed to synthesize the given product. (1) The reactants are: [CH3:1][O:2][C:3]1[CH:4]=[C:5]2[C:9](=[CH:10][C:11]=1[O:12][CH3:13])[N:8]([CH3:14])[CH:7]=[C:6]2[C:15]1[N:36](S(C2C=CC(C)=CC=2)(=O)=O)[C:18]2=[N:19][CH:20]=[CH:21][C:22]([CH2:23][NH:24][C:25]3[CH:30]=[CH:29][C:28]([S:31][C:32]([F:35])([F:34])[F:33])=[CH:27][CH:26]=3)=[C:17]2[CH:16]=1.[OH-].[K+]. Given the product [CH3:1][O:2][C:3]1[CH:4]=[C:5]2[C:9](=[CH:10][C:11]=1[O:12][CH3:13])[N:8]([CH3:14])[CH:7]=[C:6]2[C:15]1[NH:36][C:18]2=[N:19][CH:20]=[CH:21][C:22]([CH2:23][NH:24][C:25]3[CH:30]=[CH:29][C:28]([S:31][C:32]([F:35])([F:33])[F:34])=[CH:27][CH:26]=3)=[C:17]2[CH:16]=1.[C:3]1([N:24]([CH2:23][C:22]2[CH:21]=[CH:20][N:19]=[C:18]3[NH:36][C:15]([C:6]4[C:5]5[C:9](=[CH:10][C:11]([O:12][CH3:13])=[C:3]([O:2][CH3:1])[CH:4]=5)[N:8]([CH3:14])[CH:7]=4)=[CH:16][C:17]=23)[C:25]2[CH:30]=[CH:29][C:28]([S:31][C:32]([F:34])([F:33])[F:35])=[CH:27][CH:26]=2)[CH:4]=[CH:5][CH:9]=[CH:10][CH:11]=1, predict the reactants needed to synthesize it. (2) Given the product [NH2:26][C:17]1([C:20]2[CH:21]=[CH:22][CH:23]=[CH:24][CH:25]=2)[CH2:18][CH2:19][CH:14]([O:13][C:3]2[CH:4]=[C:5]3[C:10](=[CH:11][C:2]=2[Cl:1])[C:9](=[O:12])[NH:8][CH:7]=[CH:6]3)[CH2:15][CH2:16]1, predict the reactants needed to synthesize it. The reactants are: [Cl:1][C:2]1[CH:11]=[C:10]2[C:5]([CH:6]=[CH:7][NH:8][C:9]2=[O:12])=[CH:4][C:3]=1[O:13][CH:14]1[CH2:19][CH2:18][C:17]([NH:26]S(C(C)(C)C)=O)([C:20]2[CH:25]=[CH:24][CH:23]=[CH:22][CH:21]=2)[CH2:16][CH2:15]1. (3) Given the product [NH3:1].[CH2:47]([Cl:49])[Cl:48].[N:1]1([CH2:7][CH2:8][CH2:9][O:10][C:11]2[CH:18]=[CH:17][C:14]([CH2:15][N:19]3[CH2:24][CH2:23][CH2:22][CH2:21][CH:20]3[C:25]3[CH:26]=[N:27][CH:28]=[CH:29][CH:30]=3)=[CH:13][CH:12]=2)[CH2:6][CH2:5][CH2:4][CH2:3][CH2:2]1, predict the reactants needed to synthesize it. The reactants are: [N:1]1([CH2:7][CH2:8][CH2:9][O:10][C:11]2[CH:18]=[CH:17][C:14]([CH:15]=O)=[CH:13][CH:12]=2)[CH2:6][CH2:5][CH2:4][CH2:3][CH2:2]1.[NH:19]1[CH2:24][CH2:23][CH2:22][CH2:21][CH:20]1[C:25]1[CH:26]=[N:27][CH:28]=[CH:29][CH:30]=1.C(O[BH-](OC(=O)C)OC(=O)C)(=O)C.[Na+].[OH-].[Na+].[CH2:47]([Cl:49])[Cl:48]. (4) Given the product [CH2:27]([O:14][CH:13]1[CH:9]([NH:8][C:6]([O:5][C:1]([CH3:4])([CH3:2])[CH3:3])=[O:7])[CH2:10][N:11]([C:15]([O:17][CH2:18][C:19]2[CH:24]=[CH:23][CH:22]=[CH:21][CH:20]=2)=[O:16])[CH2:12]1)[C:28]1[CH:33]=[CH:32][CH:31]=[CH:30][CH:29]=1, predict the reactants needed to synthesize it. The reactants are: [C:1]([O:5][C:6]([NH:8][CH:9]1[CH:13]([OH:14])[CH2:12][N:11]([C:15]([O:17][CH2:18][C:19]2[CH:24]=[CH:23][CH:22]=[CH:21][CH:20]=2)=[O:16])[CH2:10]1)=[O:7])([CH3:4])([CH3:3])[CH3:2].[H-].[Na+].[CH2:27](Br)[C:28]1[CH:33]=[CH:32][CH:31]=[CH:30][CH:29]=1.C([O-])(O)=O.[Na+]. (5) Given the product [NH2:1][C:2]1[N:7]=[C:6]([N:8]2[CH2:30][CH2:29][C:11]3([CH2:15][N:14]([C:16]([O:18][CH2:19][C:20]4[CH:25]=[CH:24][CH:23]=[CH:22][CH:21]=4)=[O:17])[C@H:13]([C:26]([O:28][CH2:65][CH3:66])=[O:27])[CH2:12]3)[CH2:10][CH2:9]2)[CH:5]=[C:4]([O:31][C@H:32]([C:37]2[CH:42]=[CH:41][C:40]([CH2:62][CH2:55][CH2:50][C:51]([O:70][CH3:69])=[O:52])=[CH:39][C:38]=2[N:44]2[CH:48]=[CH:47][C:46]([CH3:49])=[N:45]2)[C:33]([F:36])([F:35])[F:34])[N:3]=1, predict the reactants needed to synthesize it. The reactants are: [NH2:1][C:2]1[N:7]=[C:6]([N:8]2[CH2:30][CH2:29][C:11]3([CH2:15][N:14]([C:16]([O:18][CH2:19][C:20]4[CH:25]=[CH:24][CH:23]=[CH:22][CH:21]=4)=[O:17])[C@H:13]([C:26]([OH:28])=[O:27])[CH2:12]3)[CH2:10][CH2:9]2)[CH:5]=[C:4]([O:31][C@H:32]([C:37]2[CH:42]=[CH:41][C:40](Br)=[CH:39][C:38]=2[N:44]2[CH:48]=[CH:47][C:46]([CH3:49])=[N:45]2)[C:33]([F:36])([F:35])[F:34])[N:3]=1.[CH3:50][CH2:51][O-:52].[Na+].B1C2CC[CH2:62][CH:55]1CCC2.C=C[CH2:65][CH3:66].C1C[O:70][CH2:69]C1.